This data is from Catalyst prediction with 721,799 reactions and 888 catalyst types from USPTO. The task is: Predict which catalyst facilitates the given reaction. (1) Reactant: [CH3:1][N:2]1[C:9](=[O:10])[CH2:8][C:6](=[O:7])[N:5]([CH3:11])[C:3]1=[O:4].[Cl:12][C:13]1[CH:28]=[CH:27][CH:26]=[CH:25][C:14]=1[CH2:15][O:16][C:17]1[CH:24]=[CH:23][CH:22]=[CH:21][C:18]=1[CH:19]=O. Product: [Cl:12][C:13]1[CH:28]=[CH:27][CH:26]=[CH:25][C:14]=1[CH2:15][O:16][C:17]1[CH:24]=[CH:23][CH:22]=[CH:21][C:18]=1[CH:19]=[C:8]1[C:9](=[O:10])[N:2]([CH3:1])[C:3](=[O:4])[N:5]([CH3:11])[C:6]1=[O:7]. The catalyst class is: 8. (2) Reactant: [C:1]1([C:7]2[C:25]([C:26]3[CH:31]=[CH:30][C:29]([C:32]4([NH:36]C(=O)OC(C)(C)C)[CH2:35][CH2:34][CH2:33]4)=[CH:28][CH:27]=3)=[N:24][C:10]3[O:11][CH2:12][C:13]4[N:14]([C:15]([C:18]5[CH:23]=[CH:22][N:21]=[CH:20][CH:19]=5)=[N:16][N:17]=4)[C:9]=3[CH:8]=2)[CH:6]=[CH:5][CH:4]=[CH:3][CH:2]=1.C(O)(C(F)(F)F)=O. Product: [C:1]1([C:7]2[C:25]([C:26]3[CH:27]=[CH:28][C:29]([C:32]4([NH2:36])[CH2:35][CH2:34][CH2:33]4)=[CH:30][CH:31]=3)=[N:24][C:10]3[O:11][CH2:12][C:13]4[N:14]([C:15]([C:18]5[CH:19]=[CH:20][N:21]=[CH:22][CH:23]=5)=[N:16][N:17]=4)[C:9]=3[CH:8]=2)[CH:6]=[CH:5][CH:4]=[CH:3][CH:2]=1. The catalyst class is: 4.